This data is from Reaction yield outcomes from USPTO patents with 853,638 reactions. The task is: Predict the reaction yield, written as a fraction of the theoretical maximum amount of product (1.0 means a 100% yield; for example, 0.34 means a 34% yield). (1) The reactants are [F:1][C:2]1[CH:7]=[CH:6][C:5]([S:8]([C:11]([CH2:23][C:24]2[CH:25]=[N:26][CH:27]=[CH:28][CH:29]=2)([CH2:15][C:16]#[C:17][CH2:18][CH2:19][CH2:20][CH2:21][CH3:22])[C:12](O)=[O:13])(=[O:10])=[O:9])=[CH:4][CH:3]=1.Cl.[NH2:31][OH:32]. No catalyst specified. The product is [OH:32][NH:31][C:12](=[O:13])[C:11]([S:8]([C:5]1[CH:4]=[CH:3][C:2]([F:1])=[CH:7][CH:6]=1)(=[O:9])=[O:10])([CH2:23][C:24]1[CH:25]=[N:26][CH:27]=[CH:28][CH:29]=1)[CH2:15][C:16]#[C:17][CH2:18][CH2:19][CH2:20][CH2:21][CH3:22]. The yield is 0.290. (2) The reactants are [CH2:1]([C:8]1[C:9](=[O:18])[NH:10][C:11]([O:15][CH2:16][CH3:17])=[N:12][C:13]=1[CH3:14])[C:2]1[CH:7]=[CH:6][CH:5]=[CH:4][CH:3]=1.Br[CH2:20][C:21]1[CH:26]=[CH:25][C:24]([C:27]2[CH:32]=[CH:31][CH:30]=[CH:29][C:28]=2[C:33]2[N:37]=[C:36](C(Cl)(Cl)Cl)[O:35][N:34]=2)=[CH:23][CH:22]=1.C(=O)([O-])[O-:43].[Cs+].[Cs+]. The catalyst is CN(C)C=O.C(OCC)(=O)C. The product is [CH2:1]([C:8]1[C:9](=[O:18])[N:10]([CH2:20][C:21]2[CH:26]=[CH:25][C:24]([C:27]3[CH:32]=[CH:31][CH:30]=[CH:29][C:28]=3[C:33]3[NH:37][C:36](=[O:43])[O:35][N:34]=3)=[CH:23][CH:22]=2)[C:11]([O:15][CH2:16][CH3:17])=[N:12][C:13]=1[CH3:14])[C:2]1[CH:3]=[CH:4][CH:5]=[CH:6][CH:7]=1. The yield is 0.200. (3) The reactants are C([O:3][C:4]([C:6]1[C:7]([C:12]2[CH:17]=[CH:16][CH:15]=[CH:14][N:13]=2)=[N:8][O:9][C:10]=1[CH3:11])=O)C.[H-].[Al+3].[Li+].[H-].[H-].[H-].O.[OH-].[Na+]. The catalyst is C1COCC1. The product is [CH3:11][C:10]1[O:9][N:8]=[C:7]([C:12]2[CH:17]=[CH:16][CH:15]=[CH:14][N:13]=2)[C:6]=1[CH2:4][OH:3]. The yield is 0.860. (4) The reactants are [OH:1][C:2]1[N:6]([C:7]2[CH:12]=[C:11]([C:13]([O:15][CH3:16])=[O:14])[CH:10]=[CH:9][N:8]=2)[N:5]=[CH:4][CH:3]=1.O[CH2:18][C:19]1[CH:26]=[CH:25][C:22]([C:23]#[N:24])=[CH:21][C:20]=1[CH3:27].C1C=CC(P(C2C=CC=CC=2)C2C=CC=CC=2)=CC=1.CC(OC(/N=N/C(OC(C)C)=O)=O)C. The catalyst is C1COCC1. The product is [C:23]([C:22]1[CH:25]=[CH:26][C:19]([CH2:18][O:1][C:2]2[N:6]([C:7]3[CH:12]=[C:11]([C:13]([O:15][CH3:16])=[O:14])[CH:10]=[CH:9][N:8]=3)[N:5]=[CH:4][CH:3]=2)=[C:20]([CH3:27])[CH:21]=1)#[N:24]. The yield is 0.630. (5) The reactants are Br[C:2]1[CH:3]=[C:4]2[C:9](=[CH:10][CH:11]=1)[CH:8]=[C:7]([O:12][Si:13]([C:16]([CH3:19])([CH3:18])[CH3:17])([CH3:15])[CH3:14])[CH:6]=[CH:5]2.[CH2:20]([NH:24][C:25](=[O:34])[O:26][CH2:27][C:28]1[CH:33]=[CH:32][CH:31]=[CH:30][CH:29]=1)[CH2:21][C:22]#[CH:23].C(N(CC)CC)C. The catalyst is C1COCC1.Cl[Pd](Cl)([P](C1C=CC=CC=1)(C1C=CC=CC=1)C1C=CC=CC=1)[P](C1C=CC=CC=1)(C1C=CC=CC=1)C1C=CC=CC=1.[Cu]I. The product is [Si:13]([O:12][C:7]1[CH:8]=[C:9]2[C:4](=[CH:5][CH:6]=1)[CH:3]=[C:2]([C:23]#[C:22][CH2:21][CH2:20][NH:24][C:25](=[O:34])[O:26][CH2:27][C:28]1[CH:33]=[CH:32][CH:31]=[CH:30][CH:29]=1)[CH:11]=[CH:10]2)([C:16]([CH3:19])([CH3:18])[CH3:17])([CH3:15])[CH3:14]. The yield is 0.380. (6) The reactants are C[O:2][C:3]([C:5]1[CH:15]=[CH:14][C:8]2[O:9][C:10]([F:13])([F:12])[O:11][C:7]=2[CH:6]=1)=O.[H-].[Al+3].[Li+].[H-].[H-].[H-].O.[OH-].[Na+]. The catalyst is O1CCCC1. The product is [F:13][C:10]1([F:12])[O:9][C:8]2[CH:14]=[CH:15][C:5]([CH2:3][OH:2])=[CH:6][C:7]=2[O:11]1. The yield is 0.760. (7) The reactants are [CH3:1][C:2]1[CH:3]=[C:4]2[C:8](=[CH:9][CH:10]=1)[N:7]([CH2:11][CH:12]([CH3:14])[CH3:13])[CH:6]=[C:5]2[C:15]([NH2:17])=[O:16].Br[CH2:19][C:20](=O)[C:21]([O:23][CH2:24][CH3:25])=[O:22]. The catalyst is C(O)C. The product is [CH3:1][C:2]1[CH:3]=[C:4]2[C:8](=[CH:9][CH:10]=1)[N:7]([CH2:11][CH:12]([CH3:14])[CH3:13])[CH:6]=[C:5]2[C:15]1[O:16][CH:19]=[C:20]([C:21]([O:23][CH2:24][CH3:25])=[O:22])[N:17]=1. The yield is 0.730. (8) The reactants are [CH2:1]([O:3][C:4]([C:6]1[CH:7]=[N:8][N:9]([CH3:14])[C:10]=1[C:11](Cl)=[O:12])=[O:5])[CH3:2].[NH2:15][C:16]1[C:21]([C:22]#[N:23])=[CH:20][N:19]2[CH:24]=[C:25]([C:27]3[CH:32]=[CH:31][CH:30]=[CH:29][CH:28]=3)[N:26]=[C:18]2[CH:17]=1.C(N(CC)CC)C. The catalyst is ClCCl. The product is [CH2:1]([O:3][C:4]([C:6]1[CH:7]=[N:8][N:9]([CH3:14])[C:10]=1[C:11](=[O:12])[NH:15][C:16]1[C:21]([C:22]#[N:23])=[CH:20][N:19]2[CH:24]=[C:25]([C:27]3[CH:28]=[CH:29][CH:30]=[CH:31][CH:32]=3)[N:26]=[C:18]2[CH:17]=1)=[O:5])[CH3:2]. The yield is 0.420. (9) The reactants are [NH2:1][C:2]1[CH:3]=[C:4]([CH:40]=[C:41]([F:43])[CH:42]=1)[O:5][C:6]1[C:7]2[C:30]([Cl:31])=[CH:29][N:28]([CH2:32][O:33][CH2:34][CH2:35][Si:36]([CH3:39])([CH3:38])[CH3:37])[C:8]=2[N:9]=[C:10]([NH:12][C:13]2[CH:18]=[CH:17][C:16]([N:19]3[CH2:24][CH2:23][N:22]([CH3:25])[CH2:21][CH2:20]3)=[CH:15][C:14]=2[O:26][CH3:27])[N:11]=1.CCN(C(C)C)C(C)C.[C:53](Cl)(=[O:56])[CH:54]=[CH2:55]. The catalyst is C(Cl)Cl. The product is [Cl:31][C:30]1[C:7]2[C:6]([O:5][C:4]3[CH:3]=[C:2]([NH:1][C:53](=[O:56])[CH:54]=[CH2:55])[CH:42]=[C:41]([F:43])[CH:40]=3)=[N:11][C:10]([NH:12][C:13]3[CH:18]=[CH:17][C:16]([N:19]4[CH2:20][CH2:21][N:22]([CH3:25])[CH2:23][CH2:24]4)=[CH:15][C:14]=3[O:26][CH3:27])=[N:9][C:8]=2[N:28]([CH2:32][O:33][CH2:34][CH2:35][Si:36]([CH3:37])([CH3:38])[CH3:39])[CH:29]=1. The yield is 0.150.